This data is from Reaction yield outcomes from USPTO patents with 853,638 reactions. The task is: Predict the reaction yield, written as a fraction of the theoretical maximum amount of product (1.0 means a 100% yield; for example, 0.34 means a 34% yield). (1) The reactants are [N:1]1[CH:6]=[CH:5][CH:4]=[CH:3][C:2]=1[CH2:7][NH:8][CH2:9][C:10]1[CH:15]=[CH:14][C:13](/[CH:16]=[CH:17]/[CH:18]([C:23]2[CH:28]=[C:27]([Cl:29])[C:26]([Cl:30])=[C:25]([Cl:31])[CH:24]=2)[C:19]([F:22])([F:21])[F:20])=[CH:12][C:11]=1[C:32]([F:35])([F:34])[F:33].[CH:36]1([C:39](Cl)=[O:40])[CH2:38][CH2:37]1. The catalyst is C(Cl)Cl. The product is [N:1]1[CH:6]=[CH:5][CH:4]=[CH:3][C:2]=1[CH2:7][N:8]([CH2:9][C:10]1[CH:15]=[CH:14][C:13](/[CH:16]=[CH:17]/[CH:18]([C:23]2[CH:28]=[C:27]([Cl:29])[C:26]([Cl:30])=[C:25]([Cl:31])[CH:24]=2)[C:19]([F:22])([F:21])[F:20])=[CH:12][C:11]=1[C:32]([F:35])([F:34])[F:33])[C:39]([CH:36]1[CH2:38][CH2:37]1)=[O:40]. The yield is 0.500. (2) The reactants are Br[CH2:2][CH:3]1[O:8][C:7]2[CH:9]=[C:10]([S:13]([C:16]([F:19])([F:18])[F:17])(=[O:15])=[O:14])[CH:11]=[CH:12][C:6]=2[CH2:5][O:4]1.[CH2:20]([NH2:23])[CH2:21][CH3:22].C(=O)([O-])[O-].[K+].[K+]. The catalyst is C(#N)C. The product is [F:17][C:16]([F:19])([F:18])[S:13]([C:10]1[CH:11]=[CH:12][C:6]2[CH2:5][O:4][CH:3]([CH2:2][NH:23][CH2:20][CH2:21][CH3:22])[O:8][C:7]=2[CH:9]=1)(=[O:15])=[O:14]. The yield is 0.580. (3) The reactants are [CH3:1][C:2]1[CH:7]=[CH:6][CH:5]=[C:4]([CH3:8])[C:3]=1[C:9]1[CH:17]=[CH:16][CH:15]=[C:14]2[C:10]=1[CH2:11][CH2:12][C@@H:13]2[OH:18].[CH3:19][O:20][C:21](=[O:33])[CH2:22][C@H:23]1[C:27]2[CH:28]=[CH:29][C:30](O)=[CH:31][C:26]=2[O:25][CH2:24]1. No catalyst specified. The product is [CH3:19][O:20][C:21](=[O:33])[CH2:22][C@H:23]1[C:27]2[CH:28]=[CH:29][C:30]([O:18][C@H:13]3[C:14]4[C:10](=[C:9]([C:3]5[C:4]([CH3:8])=[CH:5][CH:6]=[CH:7][C:2]=5[CH3:1])[CH:17]=[CH:16][CH:15]=4)[CH2:11][CH2:12]3)=[CH:31][C:26]=2[O:25][CH2:24]1. The yield is 0.320. (4) The reactants are Cl[C:2]1[CH:3]=[CH:4][C:5]2[O:14][CH2:13][CH2:12][C:11]3[CH:10]=[C:9]([C:15]4[N:16]([C:20]5[CH:25]=[CH:24][C:23]([F:26])=[CH:22][C:21]=5[F:27])[N:17]=[CH:18][N:19]=4)[S:8][C:7]=3[C:6]=2[N:28]=1.[CH3:29][N:30]1[CH2:35][CH2:34][CH:33]([CH2:36][NH2:37])[CH2:32][CH2:31]1.C(N1CCN2CCN(CCCC)P1N(CCCC)CC2)CCC.CC(C)([O-])C. The catalyst is O1CCOCC1.CC([O-])=O.CC([O-])=O.[Pd+2]. The product is [F:27][C:21]1[CH:22]=[C:23]([F:26])[CH:24]=[CH:25][C:20]=1[N:16]1[C:15]([C:9]2[S:8][C:7]3[C:6]4[N:28]=[C:2]([NH:37][CH2:36][CH:33]5[CH2:34][CH2:35][N:30]([CH3:29])[CH2:31][CH2:32]5)[CH:3]=[CH:4][C:5]=4[O:14][CH2:13][CH2:12][C:11]=3[CH:10]=2)=[N:19][CH:18]=[N:17]1. The yield is 0.370. (5) The product is [Cl:2][C:3]1[CH:8]=[CH:7][N:6]=[C:5]([NH2:9])[C:4]=1[I:17]. The reactants are Br.[Cl:2][C:3]1[CH:8]=[CH:7][N:6]=[C:5]([NH:9]C(=O)OC(C)(C)C)[C:4]=1[I:17].[OH-].[Na+]. The catalyst is O. The yield is 0.900. (6) The reactants are [CH3:1][N:2]1[CH:6]=[CH:5][C:4]([C:7]2[CH:14]=[CH:13][C:10]([CH:11]=O)=[CH:9][CH:8]=2)=[N:3]1.[NH2:15][C:16]1[N:17]=[N:18][C:19]([CH3:22])=[CH:20][CH:21]=1.C([O:25][C:26](=O)[C:27]([OH:40])=[CH:28][C:29]([C:31]1[CH:36]=[CH:35][C:34]([CH:37]([CH3:39])[CH3:38])=[CH:33][CH:32]=1)=[O:30])C. No catalyst specified. The product is [OH:40][C:27]1[C:26](=[O:25])[N:15]([C:16]2[N:17]=[N:18][C:19]([CH3:22])=[CH:20][CH:21]=2)[CH:11]([C:10]2[CH:13]=[CH:14][C:7]([C:4]3[CH:5]=[CH:6][N:2]([CH3:1])[N:3]=3)=[CH:8][CH:9]=2)[C:28]=1[C:29](=[O:30])[C:31]1[CH:36]=[CH:35][C:34]([CH:37]([CH3:39])[CH3:38])=[CH:33][CH:32]=1. The yield is 0.280.